Dataset: Catalyst prediction with 721,799 reactions and 888 catalyst types from USPTO. Task: Predict which catalyst facilitates the given reaction. (1) Product: [N:20]1[CH:21]=[CH:22][CH:23]=[C:18]([CH:15]2[CH2:16][CH2:17][C:10]3([CH2:9][NH:8][CH2:12][CH2:11]3)[CH2:13][CH2:14]2)[CH:19]=1. The catalyst class is: 105. Reactant: C([N:8]1[CH2:12][CH2:11][C:10]2([CH2:17][CH2:16][C:15]([C:18]3[CH:19]=[N:20][CH:21]=[CH:22][CH:23]=3)=[CH:14][CH2:13]2)[CH2:9]1)C1C=CC=CC=1. (2) Reactant: [F:1][C:2]([F:18])([F:17])[C:3]1[CH:4]=[C:5]([N:9]2[CH:14]=[CH:13][C:12](=[O:15])[NH:11][C:10]2=[O:16])[CH:6]=[CH:7][CH:8]=1.[Si:19]([O:36][CH2:37][C@H:38](O)[CH3:39])([C:32]([CH3:35])([CH3:34])[CH3:33])([C:26]1[CH:31]=[CH:30][CH:29]=[CH:28][CH:27]=1)[C:20]1[CH:25]=[CH:24][CH:23]=[CH:22][CH:21]=1.C1(P(C2C=CC=CC=2)C2C=CC=CC=2)C=CC=CC=1.N(C(OCC)=O)=NC(OCC)=O. Product: [Si:19]([O:36][CH2:37][C@H:38]([N:11]1[C:12](=[O:15])[CH:13]=[CH:14][N:9]([C:5]2[CH:6]=[CH:7][CH:8]=[C:3]([C:2]([F:1])([F:17])[F:18])[CH:4]=2)[C:10]1=[O:16])[CH3:39])([C:32]([CH3:33])([CH3:34])[CH3:35])([C:26]1[CH:27]=[CH:28][CH:29]=[CH:30][CH:31]=1)[C:20]1[CH:25]=[CH:24][CH:23]=[CH:22][CH:21]=1. The catalyst class is: 30.